This data is from Reaction yield outcomes from USPTO patents with 853,638 reactions. The task is: Predict the reaction yield, written as a fraction of the theoretical maximum amount of product (1.0 means a 100% yield; for example, 0.34 means a 34% yield). (1) The reactants are S([O-])(=O)(=O)C.C([BH-]([CH2:11][CH3:12])CC)C.[Li+].[CH3:14][CH2:15][CH2:16][CH2:17][CH2:18][CH3:19].C(O[CH2:23][CH3:24])C. The catalyst is O1CCCC1. The product is [CH3:14][CH:15]([C:16]1[CH:18]=[CH:17][C:19]2[C@:11]3([CH3:12])[C@@H:19]([CH2:11][CH2:12][C:18]=2[CH:17]=1)[C:23]([CH3:24])([CH3:24])[CH2:16][CH2:15][CH2:14]3)[CH3:23]. The yield is 0.413. (2) The reactants are [OH:1][C:2]([CH3:35])([CH3:34])[CH2:3][C@@:4]1([C:28]2[CH:33]=[CH:32][CH:31]=[CH:30][CH:29]=2)[O:9][C:8](=[O:10])[N:7]([C@H:11]([C:13]2[CH:18]=[CH:17][C:16](B3OC(C)(C)C(C)(C)O3)=[CH:15][CH:14]=2)[CH3:12])[CH2:6][CH2:5]1.Br[C:37]1[CH:38]=[CH:39][C:40](=[O:46])[N:41]([CH:43]2[CH2:45][CH2:44]2)[CH:42]=1.C([O-])([O-])=O.[Cs+].[Cs+].C(Cl)Cl. The catalyst is O1CCOCC1.C1C=CC(P(C2C=CC=CC=2)[C-]2C=CC=C2)=CC=1.C1C=CC(P(C2C=CC=CC=2)[C-]2C=CC=C2)=CC=1.Cl[Pd]Cl.[Fe+2]. The product is [CH:43]1([N:41]2[C:40](=[O:46])[CH:39]=[CH:38][C:37]([C:16]3[CH:15]=[CH:14][C:13]([C@@H:11]([N:7]4[CH2:6][CH2:5][C@:4]([CH2:3][C:2]([OH:1])([CH3:34])[CH3:35])([C:28]5[CH:33]=[CH:32][CH:31]=[CH:30][CH:29]=5)[O:9][C:8]4=[O:10])[CH3:12])=[CH:18][CH:17]=3)=[CH:42]2)[CH2:45][CH2:44]1. The yield is 0.740. (3) The reactants are [C:1]([O:5][CH:6]([C:11]1[C:16]([C:17]([F:20])([F:19])[F:18])=[CH:15][CH:14]=[C:13]([C:21]2[CH:26]=[CH:25][C:24]([C:27]#N)=[CH:23][CH:22]=2)[C:12]=1[C:29]1[CH:30]=[CH:31][C:32]2[O:37][CH2:36][CH2:35][CH2:34][C:33]=2[CH:38]=1)[C:7]([O:9]C)=[O:8])([CH3:4])([CH3:3])[CH3:2].[OH-:39].[Li+].Cl.[OH2:42]. The catalyst is O1CCOCC1. The product is [C:1]([O:5][CH:6]([C:7]([OH:9])=[O:8])[C:11]1[C:12]([C:29]2[CH:30]=[CH:31][C:32]3[O:37][CH2:36][CH2:35][CH2:34][C:33]=3[CH:38]=2)=[C:13]([C:21]2[CH:22]=[CH:23][C:24]([C:27]([OH:42])=[O:39])=[CH:25][CH:26]=2)[CH:14]=[CH:15][C:16]=1[C:17]([F:19])([F:18])[F:20])([CH3:3])([CH3:2])[CH3:4]. The yield is 0.810.